From a dataset of Full USPTO retrosynthesis dataset with 1.9M reactions from patents (1976-2016). Predict the reactants needed to synthesize the given product. Given the product [S:1]1[C:5]2[CH:6]=[CH:7][CH:8]=[CH:9][C:4]=2[N:3]=[C:2]1[C:10]1[C:11]([NH2:12])=[N:27][NH:28][C:13]=1[NH:25][CH2:18][C:19]1[CH:24]=[CH:23][CH:22]=[CH:21][CH:20]=1, predict the reactants needed to synthesize it. The reactants are: [S:1]1[C:5]2[CH:6]=[CH:7][CH:8]=[CH:9][C:4]=2[N:3]=[C:2]1[C:10](=[C:13](SC)SC)[C:11]#[N:12].[CH2:18]([NH2:25])[C:19]1[CH:24]=[CH:23][CH:22]=[CH:21][CH:20]=1.O.[NH2:27][NH2:28].